From a dataset of Peptide-MHC class I binding affinity with 185,985 pairs from IEDB/IMGT. Regression. Given a peptide amino acid sequence and an MHC pseudo amino acid sequence, predict their binding affinity value. This is MHC class I binding data. (1) The peptide sequence is FLKEQHCQK. The MHC is HLA-A03:01 with pseudo-sequence HLA-A03:01. The binding affinity (normalized) is 0.514. (2) The peptide sequence is STSADQQSLY. The binding affinity (normalized) is 0.728. The MHC is HLA-A01:01 with pseudo-sequence HLA-A01:01. (3) The peptide sequence is VPVWKEATTTL. The MHC is HLA-A30:02 with pseudo-sequence HLA-A30:02. The binding affinity (normalized) is 0. (4) The peptide sequence is LSPRTLNAW. The MHC is HLA-A03:01 with pseudo-sequence HLA-A03:01. The binding affinity (normalized) is 0. (5) The peptide sequence is NQECWDSVF. The MHC is HLA-B07:02 with pseudo-sequence HLA-B07:02. The binding affinity (normalized) is 0.0847. (6) The peptide sequence is SLLRGLIFY. The MHC is HLA-A02:01 with pseudo-sequence HLA-A02:01. The binding affinity (normalized) is 0.0847. (7) The peptide sequence is DKTEAILQLG. The MHC is H-2-Kb with pseudo-sequence H-2-Kb. The binding affinity (normalized) is 0.